From a dataset of Reaction yield outcomes from USPTO patents with 853,638 reactions. Predict the reaction yield, written as a fraction of the theoretical maximum amount of product (1.0 means a 100% yield; for example, 0.34 means a 34% yield). The product is [C:46]([O:50][C:6]([NH:3][C@H:40]1[CH2:39][CH2:38][C@H:37]([CH2:36][NH:35][C:33](=[O:34])[O:32][CH2:25][C:26]2[CH:27]=[CH:28][CH:29]=[CH:30][CH:31]=2)[CH2:42][CH2:41]1)=[O:15])([CH3:49])([CH3:48])[CH3:47]. No catalyst specified. The yield is 0.170. The reactants are C([N:3]([CH2:6]C)CC)C.C1(P(N=[N+]=[N-])(C2C=CC=CC=2)=[O:15])C=CC=CC=1.[CH2:25]([O:32][C:33]([NH:35][CH2:36][C@H:37]1[CH2:42][CH2:41][C@H:40](C(O)=O)[CH2:39][CH2:38]1)=[O:34])[C:26]1[CH:31]=[CH:30][CH:29]=[CH:28][CH:27]=1.[C:46]([OH:50])([CH3:49])([CH3:48])[CH3:47].